Dataset: Reaction yield outcomes from USPTO patents with 853,638 reactions. Task: Predict the reaction yield, written as a fraction of the theoretical maximum amount of product (1.0 means a 100% yield; for example, 0.34 means a 34% yield). (1) The catalyst is CC#N. The reactants are I[CH2:2][C@@H:3]([CH3:16])[CH2:4][N:5]1[C:10]2[CH:11]=[CH:12][CH:13]=[CH:14][C:9]=2[O:8][CH2:7][C:6]1=[O:15].[CH:17]1([CH2:20][O:21][CH:22]2[CH2:27][CH2:26][NH:25][CH2:24][CH2:23]2)[CH2:19][CH2:18]1.C([O-])([O-])=O.[K+].[K+]. The product is [CH:17]1([CH2:20][O:21][CH:22]2[CH2:27][CH2:26][N:25]([CH2:2][C@@H:3]([CH3:16])[CH2:4][N:5]3[C:10]4[CH:11]=[CH:12][CH:13]=[CH:14][C:9]=4[O:8][CH2:7][C:6]3=[O:15])[CH2:24][CH2:23]2)[CH2:18][CH2:19]1. The yield is 0.640. (2) The reactants are [NH2:1][C:2]1[C:11]2[C:6](=[C:7](Br)[CH:8]=[CH:9][CH:10]=2)[N:5]=[N:4][C:3]=1[C:13]([NH:15][CH2:16][CH2:17][CH3:18])=[O:14].[CH3:19][O:20][C:21]1[CH:22]=[CH:23][C:24]([CH3:30])=[C:25](B(O)O)[CH:26]=1. No catalyst specified. The product is [NH2:1][C:2]1[C:11]2[C:6](=[C:7]([C:23]3[CH:22]=[C:21]([O:20][CH3:19])[CH:26]=[CH:25][C:24]=3[CH3:30])[CH:8]=[CH:9][CH:10]=2)[N:5]=[N:4][C:3]=1[C:13]([NH:15][CH2:16][CH2:17][CH3:18])=[O:14]. The yield is 0.730. (3) The reactants are [C:1]([C:5]1[CH:10]=[CH:9][C:8](B(O)O)=[CH:7][CH:6]=1)([CH3:4])([CH3:3])[CH3:2].Br[C:15]1[CH:20]=[C:19]([CH3:21])[C:18]([NH:22][C:23](=[O:28])[C:24]([F:27])([F:26])[F:25])=[C:17]([CH3:29])[CH:16]=1.C([O-])([O-])=O.[Na+].[Na+]. The catalyst is CC([O-])=O.CC([O-])=O.[Pd+2]. The yield is 0.740. The product is [F:25][C:24]([F:26])([F:27])[C:23]([NH:22][C:18]1[C:19]([CH3:21])=[CH:20][C:15]([C:8]2[CH:9]=[CH:10][C:5]([C:1]([CH3:4])([CH3:3])[CH3:2])=[CH:6][CH:7]=2)=[CH:16][C:17]=1[CH3:29])=[O:28]. (4) The reactants are [N+:1]([C:4]1[CH:5]=[C:6]2[C:10](=[CH:11][CH:12]=1)[NH:9][C:8](=[O:13])[CH2:7]2)([O-])=O. The catalyst is CC(N(C)C)=O.[Pd]. The product is [NH2:1][C:4]1[CH:5]=[C:6]2[C:10](=[CH:11][CH:12]=1)[NH:9][C:8](=[O:13])[CH2:7]2. The yield is 0.500.